Dataset: Catalyst prediction with 721,799 reactions and 888 catalyst types from USPTO. Task: Predict which catalyst facilitates the given reaction. (1) Reactant: [CH2:1]([O:8][N:9]1[C:15](=[O:16])[N:14]2[CH2:17][C@H:10]1[CH2:11][CH2:12][C@H:13]2[C:18]([OH:20])=O)[C:2]1[CH:7]=[CH:6][CH:5]=[CH:4][CH:3]=1.[F:21][C:22]1([F:30])[CH2:25][CH:24]([C:26]([NH:28][NH2:29])=[O:27])[CH2:23]1.ON1C2C=CC=CC=2N=N1.Cl.C(N=C=NCCCN(C)C)C. Product: [CH2:1]([O:8][N:9]1[C:15](=[O:16])[N:14]2[CH2:17][C@H:10]1[CH2:11][CH2:12][C@H:13]2[C:18]([NH:29][NH:28][C:26]([CH:24]1[CH2:25][C:22]([F:30])([F:21])[CH2:23]1)=[O:27])=[O:20])[C:2]1[CH:3]=[CH:4][CH:5]=[CH:6][CH:7]=1. The catalyst class is: 112. (2) Reactant: [F:1][C:2]1[CH:3]=[C:4]([C:26]2([NH:29][CH2:30][CH2:31][C:32]([O:34]C)=[O:33])[CH2:28][CH2:27]2)[CH:5]=[CH:6][C:7]=1[C:8]1[S:9][C:10]2[C:15]([N:16]=1)=[CH:14][CH:13]=[C:12]([C:17]1([C:20]3[CH:25]=[CH:24][CH:23]=[CH:22][CH:21]=3)[CH2:19][CH2:18]1)[N:11]=2.[OH-].[Li+]. Product: [F:1][C:2]1[CH:3]=[C:4]([C:26]2([NH:29][CH2:30][CH2:31][C:32]([OH:34])=[O:33])[CH2:27][CH2:28]2)[CH:5]=[CH:6][C:7]=1[C:8]1[S:9][C:10]2[C:15]([N:16]=1)=[CH:14][CH:13]=[C:12]([C:17]1([C:20]3[CH:25]=[CH:24][CH:23]=[CH:22][CH:21]=3)[CH2:19][CH2:18]1)[N:11]=2. The catalyst class is: 83. (3) Reactant: [CH3:1][C:2]1([CH3:24])[C:6]([C:7]2[CH:8]=[C:9]([CH2:22]O)[CH:10]=[CH:11][C:12]=2[C:13]2[C:18]([F:19])=[CH:17][N:16]=[C:15]([O:20][CH3:21])[CH:14]=2)=[CH:5][CH2:4][CH2:3]1.CN(C=O)C.S(Cl)([Cl:32])=O. Product: [Cl:32][CH2:22][C:9]1[CH:10]=[CH:11][C:12]([C:13]2[C:18]([F:19])=[CH:17][N:16]=[C:15]([O:20][CH3:21])[CH:14]=2)=[C:7]([C:6]2[C:2]([CH3:24])([CH3:1])[CH2:3][CH2:4][CH:5]=2)[CH:8]=1. The catalyst class is: 2.